Dataset: Full USPTO retrosynthesis dataset with 1.9M reactions from patents (1976-2016). Task: Predict the reactants needed to synthesize the given product. (1) Given the product [O:1]=[C:2]1[C:8](=[CH:9][C:10]2[C:18]3[C:13](=[CH:14][CH:15]=[CH:16][CH:17]=3)[NH:12][N:11]=2)[C:7](=[O:26])[N:6]([C:27]2[CH:28]=[CH:29][CH:30]=[CH:31][CH:32]=2)[CH:5]=[CH:4][N:3]1[CH2:33][C:34]([N:36]([CH:45]([CH3:47])[CH3:46])[C:37]1[CH:38]=[CH:39][C:40]([O:43][CH3:44])=[CH:41][CH:42]=1)=[O:35], predict the reactants needed to synthesize it. The reactants are: [O:1]=[C:2]1[C:8](=[CH:9][C:10]2[C:18]3[C:13](=[CH:14][CH:15]=[CH:16][CH:17]=3)[N:12](C(OC(C)(C)C)=O)[N:11]=2)[C:7](=[O:26])[N:6]([C:27]2[CH:32]=[CH:31][CH:30]=[CH:29][CH:28]=2)[CH:5]=[CH:4][N:3]1[CH2:33][C:34]([N:36]([CH:45]([CH3:47])[CH3:46])[C:37]1[CH:42]=[CH:41][C:40]([O:43][CH3:44])=[CH:39][CH:38]=1)=[O:35].C(O)(C(F)(F)F)=O. (2) Given the product [Br:15][C:11]1[C:10]([O:16][CH2:17][O:18][CH3:19])=[CH:9][CH:8]=[C:7]2[C:12]=1[CH2:13][CH2:14][C:5]1([CH2:20][CH2:21][CH2:22][CH3:23])[CH2:4][C:3](=[O:24])[C:2]([CH3:25])=[C:6]12, predict the reactants needed to synthesize it. The reactants are: Br[C:2]1[C:3](=[O:24])[CH2:4][C:5]2([CH2:20][CH2:21][CH2:22][CH3:23])[CH2:14][CH2:13][C:12]3[C:7](=[CH:8][CH:9]=[C:10]([O:16][CH2:17][O:18][CH3:19])[C:11]=3[Br:15])[C:6]=12.[CH3:25][Sn](C)(C)C.[Cl-].[Li+].C1(P(C2C=CC=CC=2)C2C=CC=CC=2)C=CC=CC=1. (3) Given the product [F:15][C:2]1([F:1])[CH2:3][CH:4]([C:6]2[N:7]([CH2:17][C:18]3[CH:37]=[CH:36][C:21]4/[C:22](=[C:32](/[CH3:35])\[C:33]#[N:34])/[C:23]5[CH:30]=[CH:29][C:28]([F:31])=[CH:27][C:24]=5[O:25][CH2:26][C:20]=4[CH:19]=3)[C:8]3[CH:14]=[CH:13][CH:12]=[CH:11][C:9]=3[N:10]=2)[CH2:5]1, predict the reactants needed to synthesize it. The reactants are: [F:1][C:2]1([F:15])[CH2:5][CH:4]([C:6]2[NH:10][C:9]3[CH:11]=[CH:12][CH:13]=[CH:14][C:8]=3[N:7]=2)[CH2:3]1.Br[CH2:17][C:18]1[CH:37]=[CH:36][C:21]2/[C:22](=[C:32](/[CH3:35])\[C:33]#[N:34])/[C:23]3[CH:30]=[CH:29][C:28]([F:31])=[CH:27][C:24]=3[O:25][CH2:26][C:20]=2[CH:19]=1. (4) Given the product [CH3:50][C:27]1[CH:26]=[C:31]([C:2]2[C:3]([O:8][CH:9]3[CH2:14][CH2:13][N:12]([C:15]4[CH:24]=[CH:23][C:22]5[C:17](=[CH:18][CH:19]=[CH:20][CH:21]=5)[N:16]=4)[CH2:11][CH2:10]3)=[N:4][CH:5]=[CH:6][N:7]=2)[CH:30]=[CH:29][N:28]=1, predict the reactants needed to synthesize it. The reactants are: Cl[C:2]1[C:3]([O:8][CH:9]2[CH2:14][CH2:13][N:12]([C:15]3[CH:24]=[CH:23][C:22]4[C:17](=[CH:18][CH:19]=[CH:20][CH:21]=4)[N:16]=3)[CH2:11][CH2:10]2)=[N:4][CH:5]=[CH:6][N:7]=1.C[C:26]1[CH:27]=[N:28][CH:29]=[CH:30][C:31]=1B1OC(C)(C)C(C)(C)O1.[O-]P([O-])([O-])=O.[K+].[K+].[K+].O1CCOC[CH2:50]1. (5) Given the product [O:1]=[C:2]1[NH:11][C:10]2[C:5](=[CH:6][CH:7]=[C:8]([NH:12][C:13]([C:15]3[C:16]([C:21]4[CH:26]=[CH:25][C:24]([C:27]([F:30])([F:29])[F:28])=[CH:23][CH:22]=4)=[CH:17][CH:18]=[CH:19][CH:20]=3)=[O:14])[CH:9]=2)[N:4]([CH2:32][CH2:31][C:33]2[CH:38]=[CH:37][CH:36]=[CH:35][N:34]=2)[CH2:3]1, predict the reactants needed to synthesize it. The reactants are: [O:1]=[C:2]1[NH:11][C:10]2[C:5](=[CH:6][CH:7]=[C:8]([NH:12][C:13]([C:15]3[C:16]([C:21]4[CH:26]=[CH:25][C:24]([C:27]([F:30])([F:29])[F:28])=[CH:23][CH:22]=4)=[CH:17][CH:18]=[CH:19][CH:20]=3)=[O:14])[CH:9]=2)[NH:4][CH2:3]1.[CH:31]([C:33]1[CH:38]=[CH:37][CH:36]=[CH:35][N:34]=1)=[CH2:32].C(O)(=O)C.C(=O)([O-])[O-].[K+].[K+]. (6) Given the product [CH2:22]([Sn:17]([CH2:13][CH2:14][CH2:15][CH3:16])([CH2:18][CH2:19][CH2:20][CH3:21])[CH2:33][O:32][CH2:31][Sn:30]([CH2:26][CH2:27][CH2:28][CH3:29])([CH2:39][CH2:40][CH2:41][CH3:42])[CH2:35][CH2:36][CH2:37][CH3:38])[CH2:23][CH2:24][CH3:25], predict the reactants needed to synthesize it. The reactants are: C(NC(C)C)(C)C.C([Li])CCC.[CH2:13]([SnH:17]([CH2:22][CH2:23][CH2:24][CH3:25])[CH2:18][CH2:19][CH2:20][CH3:21])[CH2:14][CH2:15][CH3:16].[CH2:26]([Sn:30]([CH2:39][CH2:40][CH2:41][CH3:42])([CH2:35][CH2:36][CH2:37][CH3:38])[CH2:31][O:32][CH2:33]Cl)[CH2:27][CH2:28][CH3:29]. (7) Given the product [C:1]([N:20]1[CH:24]=[C:23]([CH:25]([CH3:28])[CH2:26][NH2:27])[N:22]=[CH:21]1)([C:14]1[CH:15]=[CH:16][CH:17]=[CH:18][CH:19]=1)([C:8]1[CH:9]=[CH:10][CH:11]=[CH:12][CH:13]=1)[C:2]1[CH:7]=[CH:6][CH:5]=[CH:4][CH:3]=1, predict the reactants needed to synthesize it. The reactants are: [C:1]([N:20]1[CH:24]=[C:23]([CH:25]([CH3:28])[C:26]#[N:27])[N:22]=[CH:21]1)([C:14]1[CH:19]=[CH:18][CH:17]=[CH:16][CH:15]=1)([C:8]1[CH:13]=[CH:12][CH:11]=[CH:10][CH:9]=1)[C:2]1[CH:7]=[CH:6][CH:5]=[CH:4][CH:3]=1.